Task: Regression/Classification. Given a drug SMILES string, predict its toxicity properties. Task type varies by dataset: regression for continuous values (e.g., LD50, hERG inhibition percentage) or binary classification for toxic/non-toxic outcomes (e.g., AMES mutagenicity, cardiotoxicity, hepatotoxicity). Dataset: clintox.. Dataset: Clinical trial toxicity outcomes and FDA approval status for drugs (1) The compound is CC(Cc1ccccc1)[NH+](C)Cc1ccccc1. The result is 0 (passed clinical trial). (2) The drug is CC[C@@H](CO)NCC[NH2+][C@@H](CC)CO. The result is 0 (passed clinical trial). (3) The drug is CC(=O)OCC(=O)[C@@]1(O)[C@H](C)C[C@H]2[C@@H]3C[C@H](F)C4=CC(=O)C=C[C@]4(C)[C@H]3[C@@H](O)C[C@@]21C. The result is 0 (passed clinical trial).